Dataset: Reaction yield outcomes from USPTO patents with 853,638 reactions. Task: Predict the reaction yield, written as a fraction of the theoretical maximum amount of product (1.0 means a 100% yield; for example, 0.34 means a 34% yield). (1) The reactants are [OH:1][C:2]1[CH:7]=[C:6]([O:8][CH2:9][CH2:10][O:11][CH3:12])[CH:5]=[CH:4][C:3]=1/[CH:13]=[CH:14]/[C:15]([O:17][CH2:18][CH3:19])=[O:16].Cl[CH2:21][C:22]1[N:23]=[C:24]([C:28]2[CH:33]=[CH:32][CH:31]=[CH:30][CH:29]=2)[O:25][C:26]=1[CH3:27].C(=O)([O-])[O-].[K+].[K+].O. The catalyst is CN(C)C=O. The product is [CH3:12][O:11][CH2:10][CH2:9][O:8][C:6]1[CH:5]=[CH:4][C:3](/[CH:13]=[CH:14]/[C:15]([O:17][CH2:18][CH3:19])=[O:16])=[C:2]([O:1][CH2:21][C:22]2[N:23]=[C:24]([C:28]3[CH:33]=[CH:32][CH:31]=[CH:30][CH:29]=3)[O:25][C:26]=2[CH3:27])[CH:7]=1. The yield is 0.940. (2) The reactants are [C:1]([O:5][C:6]([N:8]1[CH2:13][CH2:12][CH2:11][CH:10]([C:14]([OH:16])=O)[CH2:9]1)=[O:7])([CH3:4])([CH3:3])[CH3:2].[C:17]1([CH:23]2[CH2:28][CH2:27][CH2:26][CH2:25][NH:24]2)[CH:22]=[CH:21][CH:20]=[CH:19][CH:18]=1.CCN(C(C)C)C(C)C.CCN=C=NCCCN(C)C.C1C=CC2N(O)N=NC=2C=1. The catalyst is CN(C=O)C.C(Cl)Cl.[Cl-].[Na+].O. The product is [C:1]([O:5][C:6]([N:8]1[CH2:13][CH2:12][CH2:11][CH:10]([C:14]([N:24]2[CH2:25][CH2:26][CH2:27][CH2:28][CH:23]2[C:17]2[CH:22]=[CH:21][CH:20]=[CH:19][CH:18]=2)=[O:16])[CH2:9]1)=[O:7])([CH3:2])([CH3:3])[CH3:4]. The yield is 0.310. (3) The reactants are [CH3:1][O:2][C:3]1[N:8]=[C:7]([C:9]([OH:11])=O)[CH:6]=[CH:5][CH:4]=1.CN(C(ON1N=NC2C=CC=NC1=2)=[N+](C)C)C.F[P-](F)(F)(F)(F)F.C(N(C(C)C)CC)(C)C.[CH3:45][C:46]1[N:47]=[C:48]2[C:53]([CH3:54])=[CH:52][C:51]([C:55]3[CH:60]=[CH:59][CH:58]=[CH:57][C:56]=3[C:61]([F:64])([F:63])[F:62])=[N:50][N:49]2[C:65]=1[NH2:66].C([O-])(O)=O.[Na+]. The catalyst is CN(C)C=O.O. The product is [CH3:45][C:46]1[N:47]=[C:48]2[C:53]([CH3:54])=[CH:52][C:51]([C:55]3[CH:60]=[CH:59][CH:58]=[CH:57][C:56]=3[C:61]([F:64])([F:63])[F:62])=[N:50][N:49]2[C:65]=1[NH:66][C:9](=[O:11])[C:7]1[CH:6]=[CH:5][CH:4]=[C:3]([O:2][CH3:1])[N:8]=1. The yield is 0.210. (4) The reactants are I[CH2:2][C@@H:3]([CH3:16])[CH2:4][N:5]1[C:10]2[CH:11]=[CH:12][CH:13]=[CH:14][C:9]=2[S:8][CH2:7][C:6]1=[O:15].[CH2:17]([CH:21]1[CH2:27][CH:26]2[NH:28][CH:23]([CH2:24][CH2:25]2)[CH2:22]1)[CH2:18][CH2:19][CH3:20]. The catalyst is CC#N. The product is [CH2:17]([CH:21]1[CH2:22][CH:23]2[N:28]([CH2:2][C@@H:3]([CH3:16])[CH2:4][N:5]3[C:10]4[CH:11]=[CH:12][CH:13]=[CH:14][C:9]=4[S:8][CH2:7][C:6]3=[O:15])[CH:26]([CH2:25][CH2:24]2)[CH2:27]1)[CH2:18][CH2:19][CH3:20]. The yield is 0.400. (5) The reactants are [C:1]([O:5][C:6](=[O:27])[NH:7][C@@H:8]([C:18](C)(C)[O:19][SiH2]C(C)(C)C)[CH2:9][O:10][C:11]1[CH:12]=[N:13][CH:14]=[C:15]([Br:17])[CH:16]=1)([CH3:4])([CH3:3])[CH3:2].CCCC[N+](CCCC)(CCCC)CCCC.[F-]. The catalyst is C1COCC1. The product is [C:1]([O:5][C:6](=[O:27])[NH:7][C@@H:8]([CH2:18][OH:19])[CH2:9][O:10][C:11]1[CH:12]=[N:13][CH:14]=[C:15]([Br:17])[CH:16]=1)([CH3:4])([CH3:2])[CH3:3]. The yield is 0.930. (6) The reactants are S(=O)(O)[O-].[Br:5][CH:6]1[CH2:15][CH2:14][C:13]2[C:8](=[CH:9][CH:10]=[CH:11][CH:12]=2)[C:7]1=O.[NH:17]1[CH2:21][CH2:20][CH2:19][CH2:18]1.[CH2:22](Br)[C:23]1[CH:28]=[CH:27][CH:26]=[CH:25][CH:24]=1. The catalyst is C(=O)(O)[O-].[Na+].C(OCC)(=O)C.C1(C)C=CC=CC=1. The product is [Br-:5].[CH2:22]([CH:12]1[C:13]2[C:8](=[CH:7][C:6]([Br:5])=[CH:15][CH:14]=2)[CH2:9][CH2:10][C:11]1=[N+:17]1[CH2:21][CH2:20][CH2:19][CH2:18]1)[C:23]1[CH:28]=[CH:27][CH:26]=[CH:25][CH:24]=1. The yield is 0.730.